From a dataset of Catalyst prediction with 721,799 reactions and 888 catalyst types from USPTO. Predict which catalyst facilitates the given reaction. (1) Reactant: C([O:8][C:9](=[O:31])[C@@H:10]([NH:18][C:19](=[O:30])[C@@H:20]([NH:22][C:23]([O:25][C:26]([CH3:29])([CH3:28])[CH3:27])=[O:24])[CH3:21])[CH2:11][C:12]1[CH:17]=[CH:16][CH:15]=[CH:14][CH:13]=1)C1C=CC=CC=1. The catalyst class is: 563. Product: [C:26]([O:25][C:23]([NH:22][C@@H:20]([CH3:21])[C:19]([NH:18][C@@H:10]([CH2:11][C:12]1[CH:13]=[CH:14][CH:15]=[CH:16][CH:17]=1)[C:9]([OH:31])=[O:8])=[O:30])=[O:24])([CH3:29])([CH3:27])[CH3:28]. (2) Reactant: [OH:1][CH2:2][C@@H:3]1[CH2:8][C:7]([C:9]2[N:10]=[C:11]([S:14][CH2:15][C:16]3[CH:21]=[CH:20][C:19]([O:22][CH3:23])=[CH:18][CH:17]=3)[S:12][CH:13]=2)=[CH:6][CH2:5][N:4]1[C:24]([O:26][CH2:27][CH:28]=[CH2:29])=[O:25].ClS([N:34]=[C:35]=[O:36])(=O)=O.O.C(OCC)(=O)C. Product: [NH2:34][C:35]([O:1][CH2:2][C@@H:3]1[CH2:8][C:7]([C:9]2[N:10]=[C:11]([S:14][CH2:15][C:16]3[CH:17]=[CH:18][C:19]([O:22][CH3:23])=[CH:20][CH:21]=3)[S:12][CH:13]=2)=[CH:6][CH2:5][N:4]1[C:24]([O:26][CH2:27][CH:28]=[CH2:29])=[O:25])=[O:36]. The catalyst class is: 22. (3) Reactant: C([O:5][C:6]([C@H:8]1[CH2:12][CH2:11][CH2:10][N:9]1[C:13](=[O:35])[CH2:14][CH2:15][N:16]([CH2:19][CH2:20][C:21]([N:23]1[CH2:27][CH2:26][CH2:25][C@@H:24]1[C:28]([O:30]C(C)(C)C)=[O:29])=[O:22])[CH2:17][CH3:18])=[O:7])(C)(C)C.[F:36][C:37]([F:42])([F:41])[C:38]([OH:40])=[O:39]. Product: [F:36][C:37]([F:42])([F:41])[C:38]([OH:40])=[O:39].[CH2:17]([N:16]([CH2:15][CH2:14][C:13]([N:9]1[CH2:10][CH2:11][CH2:12][C@@H:8]1[C:6]([OH:7])=[O:5])=[O:35])[CH2:19][CH2:20][C:21]([N:23]1[CH2:27][CH2:26][CH2:25][C@@H:24]1[C:28]([OH:30])=[O:29])=[O:22])[CH3:18]. The catalyst class is: 46. (4) Reactant: N[C:2]1[CH:10]=[C:9]2[C:5]([CH2:6][C@H:7]([OH:19])[C@H:8]2[NH:11][C:12](=[O:18])[O:13][C:14]([CH3:17])([CH3:16])[CH3:15])=[CH:4][CH:3]=1.O.C1(C)C=CC(S(O)(=O)=O)=CC=1.N([O-])=O.[Na+].[I-:36].[K+].C(=O)([O-])[O-].[Na+].[Na+]. Product: [OH:19][C@H:7]1[CH2:6][C:5]2[C:9](=[CH:10][C:2]([I:36])=[CH:3][CH:4]=2)[C@@H:8]1[NH:11][C:12](=[O:18])[O:13][C:14]([CH3:17])([CH3:16])[CH3:15]. The catalyst class is: 47. (5) Product: [NH2:1][C@H:2]1[C:7]([F:8])([F:9])[CH2:6][CH2:5][CH2:4][C@H:3]1[NH:10][C:11]1[N:12]=[C:13]([NH:19][C:20]2[CH:21]=[CH:22][C:23]([C:26](=[O:30])[NH2:27])=[CH:24][CH:25]=2)[C:14]([C:17]([NH2:18])=[O:28])=[N:15][CH:16]=1. The catalyst class is: 593. Reactant: [NH2:1][C@H:2]1[C:7]([F:9])([F:8])[CH2:6][CH2:5][CH2:4][C@H:3]1[NH:10][C:11]1[N:12]=[C:13]([NH:19][C:20]2[CH:25]=[CH:24][C:23]([C:26]#[N:27])=[CH:22][CH:21]=2)[C:14]([C:17]#[N:18])=[N:15][CH:16]=1.[OH-:28].[Na+].[OH:30]O.CC(O)=O. (6) Reactant: [CH2:1]([O:3][CH:4]([O:23][CH2:24][CH3:25])[C:5]([C:7]1[S:8][C:9](=[S:22])[S:10][C:11]=1[C:12]([O:15]C1CCCCO1)([CH3:14])[CH3:13])=[O:6])[CH3:2]. Product: [CH2:1]([O:3][CH:4]([O:23][CH2:24][CH3:25])[C:5]1([OH:6])[O:15][C:12]([CH3:14])([CH3:13])[C:11]2[S:10][C:9](=[S:22])[S:8][C:7]1=2)[CH3:2]. The catalyst class is: 2. (7) Reactant: [NH2:1][C:2]([CH3:33])([CH3:32])[CH2:3][N:4]([CH:9]([C:13]1[N:22]([CH2:23][C:24]2[CH:29]=[CH:28][CH:27]=[CH:26][CH:25]=2)[C:21](=[O:30])[C:20]2[C:15](=[CH:16][C:17]([Cl:31])=[CH:18][CH:19]=2)[N:14]=1)[CH:10]([CH3:12])[CH3:11])[C:5](=[O:8])[CH:6]=[CH2:7].C(OC(=O)NC(C)(C)CN(C(=O)C=C)C(C1N(CC2C=CC=CC=2)C(=O)C2C(=CC(Cl)=CC=2)N=1)C(C)C)(C)(C)C.C(O)(C(F)(F)F)=O. Product: [CH2:23]([N:22]1[C:21](=[O:30])[C:20]2[C:15](=[CH:16][C:17]([Cl:31])=[CH:18][CH:19]=2)[N:14]=[C:13]1[CH:9]([N:4]1[C:5](=[O:8])[CH2:6][CH2:7][NH:1][C:2]([CH3:32])([CH3:33])[CH2:3]1)[CH:10]([CH3:12])[CH3:11])[C:24]1[CH:25]=[CH:26][CH:27]=[CH:28][CH:29]=1. The catalyst class is: 2. (8) Reactant: [Cl:1][C:2]1[CH:3]=[C:4]([C:12]2[CH:17]=[CH:16][C:15]([F:18])=[C:14]([F:19])[CH:13]=2)[C:5]2[N:6]([N:8]=[C:9]([NH2:11])[N:10]=2)[CH:7]=1.Br[C:21]1[CH:26]=[CH:25][C:24]([N:27]2[CH:31]=[C:30]([CH3:32])[N:29]=[CH:28]2)=[C:23]([O:33][CH3:34])[CH:22]=1.C(Cl)Cl. Product: [Cl:1][C:2]1[CH:3]=[C:4]([C:12]2[CH:17]=[CH:16][C:15]([F:18])=[C:14]([F:19])[CH:13]=2)[C:5]2[N:6]([N:8]=[C:9]([NH:11][C:21]3[CH:26]=[CH:25][C:24]([N:27]4[CH:31]=[C:30]([CH3:32])[N:29]=[CH:28]4)=[C:23]([O:33][CH3:34])[CH:22]=3)[N:10]=2)[CH:7]=1. The catalyst class is: 61. (9) Reactant: [CH2:1]([O:8][C:9]1[CH:10]=[C:11]([CH:24]=[CH:25][C:26]=1[O:27][CH2:28][C:29]1[CH:34]=[CH:33][CH:32]=[CH:31][CH:30]=1)[C:12]1[O:13][C:14]2[C:19]([C:20](=[O:22])[CH:21]=1)=[CH:18][CH:17]=[C:16]([OH:23])[CH:15]=2)[C:2]1[CH:7]=[CH:6][CH:5]=[CH:4][CH:3]=1.[Cl-].C(OC1C=C(C=CC=1OCC1C=CC=CC=1)C1OC2C(C(=O)C=1)=CC=C([CH2:58][CH2:59][CH2:60][N+:61](C)([CH3:63])[CH3:62])C=2)C1C=CC=CC=1.CNC. Product: [CH2:1]([O:8][C:9]1[CH:10]=[C:11]([CH:24]=[CH:25][C:26]=1[O:27][CH2:28][C:29]1[CH:34]=[CH:33][CH:32]=[CH:31][CH:30]=1)[C:12]1[O:13][C:14]2[C:19]([C:20](=[O:22])[CH:21]=1)=[CH:18][CH:17]=[C:16]([O:23][CH2:58][CH2:59][CH2:60][N:61]([CH3:63])[CH3:62])[CH:15]=2)[C:2]1[CH:3]=[CH:4][CH:5]=[CH:6][CH:7]=1. The catalyst class is: 6.